Predict which catalyst facilitates the given reaction. From a dataset of Catalyst prediction with 721,799 reactions and 888 catalyst types from USPTO. (1) Reactant: C(O[C:5](=[O:7])[CH3:6])(=O)C.[CH3:8][C:9]1[C:18]2[C:13](=[C:14]([N+:19]([O-:21])=[O:20])[CH:15]=[CH:16][CH:17]=2)[CH:12]=[C:11]([NH2:22])[N:10]=1.C(N(CC)CC)C. Product: [CH3:8][C:9]1[C:18]2[C:13](=[C:14]([N+:19]([O-:21])=[O:20])[CH:15]=[CH:16][CH:17]=2)[CH:12]=[C:11]([NH:22][C:5](=[O:7])[CH3:6])[N:10]=1. The catalyst class is: 2. (2) Reactant: [Cl:1][C:2]1[CH:3]=[C:4]([CH2:9][C:10]([O:12][CH2:13][CH3:14])=[O:11])[CH:5]=[CH:6][C:7]=1[OH:8].C([O-])([O-])=O.[K+].[K+].Cl[CH2:22][C:23]1[CH:32]=[CH:31][C:30]2[C:25](=[CH:26][CH:27]=[CH:28][CH:29]=2)[N:24]=1. Product: [Cl:1][C:2]1[CH:3]=[C:4]([CH2:9][C:10]([O:12][CH2:13][CH3:14])=[O:11])[CH:5]=[CH:6][C:7]=1[O:8][CH2:22][C:23]1[CH:32]=[CH:31][C:30]2[C:25](=[CH:26][CH:27]=[CH:28][CH:29]=2)[N:24]=1. The catalyst class is: 3. (3) Reactant: F[C:2]1[C:3]([CH3:22])=[N:4][C:5]2[C:10]([N:11]=1)=[C:9]([C:12]1[NH:20][C:19]3[CH2:18][CH2:17][NH:16][C:15](=[O:21])[C:14]=3[CH:13]=1)[CH:8]=[CH:7][CH:6]=2.[C@@H:23]1([NH2:28])[CH2:26][CH2:25][C@@H:24]1[NH2:27]. Product: [NH2:27][C@H:24]1[CH2:25][CH2:26][C@H:23]1[NH:28][C:2]1[C:3]([CH3:22])=[N:4][C:5]2[C:10]([N:11]=1)=[C:9]([C:12]1[NH:20][C:19]3[CH2:18][CH2:17][NH:16][C:15](=[O:21])[C:14]=3[CH:13]=1)[CH:8]=[CH:7][CH:6]=2. The catalyst class is: 16.